From a dataset of Forward reaction prediction with 1.9M reactions from USPTO patents (1976-2016). Predict the product of the given reaction. (1) The product is: [I:5][C:6]1[CH:7]=[C:8]([CH:12]=[CH:13][C:14]=1[CH3:15])[C:9]([NH:34][CH2:33][CH2:32][CH2:31][N:25]1[CH2:30][CH2:29][O:28][CH2:27][CH2:26]1)=[O:11]. Given the reactants S(Cl)(Cl)=O.[I:5][C:6]1[CH:7]=[C:8]([CH:12]=[CH:13][C:14]=1[CH3:15])[C:9]([OH:11])=O.C(N(C(C)C)CC)(C)C.[N:25]1([CH2:31][CH2:32][CH2:33][NH2:34])[CH2:30][CH2:29][O:28][CH2:27][CH2:26]1.[NH4+].[Cl-], predict the reaction product. (2) Given the reactants [Cl:1][C:2]1[CH:7]=[CH:6][CH:5]=[CH:4][C:3]=1[CH2:8]Br.[Na+].[I-:11], predict the reaction product. The product is: [Cl:1][C:2]1[CH:7]=[CH:6][CH:5]=[CH:4][C:3]=1[CH2:8][I:11]. (3) Given the reactants [CH3:1][O:2][C:3](=[O:19])[C:4]1[CH:9]=[C:8]([S:10](Cl)(=[O:12])=[O:11])[C:7]([O:14][CH3:15])=[CH:6][C:5]=1[O:16][CH2:17][CH3:18].[NH:20]1[CH2:24][CH2:23][CH2:22][CH2:21]1, predict the reaction product. The product is: [CH3:1][O:2][C:3](=[O:19])[C:4]1[CH:9]=[C:8]([S:10]([N:20]2[CH2:24][CH2:23][CH2:22][CH2:21]2)(=[O:12])=[O:11])[C:7]([O:14][CH3:15])=[CH:6][C:5]=1[O:16][CH2:17][CH3:18]. (4) The product is: [CH2:31]([O:30][CH:28]([O:27][CH:19]([CH:16]1[CH2:17][CH2:18][C:13]([N:12]([CH3:35])[CH3:11])([C:5]2[CH:6]=[CH:7][CH:8]=[C:3]([O:2][CH3:1])[CH:4]=2)[CH2:14][CH2:15]1)[CH2:20][C:21]1[CH:22]=[CH:23][CH:24]=[CH:25][CH:26]=1)[CH3:29])[CH3:32]. Given the reactants [CH3:1][O:2][C:3]1[CH:4]=[C:5]([Mg]Br)[CH:6]=[CH:7][CH:8]=1.[CH3:11][N:12]([CH3:35])[C:13]1(C#N)[CH2:18][CH2:17][CH:16]([CH:19]([O:27][CH:28]([O:30][CH2:31][CH3:32])[CH3:29])[CH2:20][C:21]2[CH:26]=[CH:25][CH:24]=[CH:23][CH:22]=2)[CH2:15][CH2:14]1.O.[Cl-].[NH4+], predict the reaction product. (5) The product is: [Br:22][C:23]1[CH:30]=[CH:29][C:26]([CH2:27][N:12]2[CH:13]=[C:9]([C:3]3[CH:4]=[CH:5][C:6]([Cl:8])=[CH:7][C:2]=3[Cl:1])[N:10]=[C:11]2[C:14]2[CH:19]=[CH:18][C:17]([O:20][CH3:21])=[CH:16][CH:15]=2)=[CH:25][CH:24]=1. Given the reactants [Cl:1][C:2]1[CH:7]=[C:6]([Cl:8])[CH:5]=[CH:4][C:3]=1[C:9]1[N:10]=[C:11]([C:14]2[CH:19]=[CH:18][C:17]([O:20][CH3:21])=[CH:16][CH:15]=2)[NH:12][CH:13]=1.[Br:22][C:23]1[CH:30]=[CH:29][C:26]([CH2:27]Br)=[CH:25][CH:24]=1, predict the reaction product. (6) Given the reactants [F:1][C:2]1[CH:3]=[C:4]2[C:8](=[CH:9][CH:10]=1)[NH:7][C:6](=[O:11])[CH2:5]2.[Li+].C[Si]([N-][Si](C)(C)C)(C)C.C1COCC1.[CH3:27][O:28][CH:29]([O:43][CH3:44])[CH2:30][C:31]1[CH:32]=[C:33]2[C:37](=[CH:38][CH:39]=1)[C:36](=O)[O:35][C:34]2([CH3:42])[CH3:41], predict the reaction product. The product is: [CH3:27][O:28][CH:29]([O:43][CH3:44])[CH2:30][C:31]1[CH:32]=[C:33]2[C:37](=[CH:38][CH:39]=1)[C:36](=[C:5]1[C:4]3[C:8](=[CH:9][CH:10]=[C:2]([F:1])[CH:3]=3)[NH:7][C:6]1=[O:11])[O:35][C:34]2([CH3:42])[CH3:41].